This data is from Retrosynthesis with 50K atom-mapped reactions and 10 reaction types from USPTO. The task is: Predict the reactants needed to synthesize the given product. (1) The reactants are: Cc1c(-c2noc(-c3ccc(OC(C)C)c(C#N)c3)n2)ccc2c1CCN(C(=O)OC(C)(C)C)C2CCCC(=O)O. Given the product Cc1c(-c2noc(-c3ccc(OC(C)C)c(C#N)c3)n2)ccc2c1CCNC2CCCC(=O)O, predict the reactants needed to synthesize it. (2) Given the product Cn1ccc2c(ncn2-c2ccc(F)c(-c3cncc(F)c3)c2)c1=O, predict the reactants needed to synthesize it. The reactants are: CC1(C)OB(c2cncc(F)c2)OC1(C)C.Cn1ccc2c(ncn2-c2ccc(F)c(Br)c2)c1=O. (3) Given the product O=Cc1cc2cnc(Br)cc2[nH]1, predict the reactants needed to synthesize it. The reactants are: CCOC(OCC)c1cc2cnc(Br)cc2[nH]1. (4) Given the product O=C(Cc1ccc(Br)cc1)c1ccccc1, predict the reactants needed to synthesize it. The reactants are: O=C(Cl)Cc1ccc(Br)cc1.c1ccccc1. (5) Given the product COc1ccc(N2CCN(CCCOc3cccc4ccccc34)CC2)cc1, predict the reactants needed to synthesize it. The reactants are: BrCCCOc1cccc2ccccc12.COc1ccc(N2CCNCC2)cc1.